This data is from Reaction yield outcomes from USPTO patents with 853,638 reactions. The task is: Predict the reaction yield, written as a fraction of the theoretical maximum amount of product (1.0 means a 100% yield; for example, 0.34 means a 34% yield). (1) The reactants are [F:1][C:2]1[CH:7]=[CH:6][CH:5]=[CH:4][C:3]=1[N:8]1[CH2:13][CH2:12][NH:11][CH2:10][CH2:9]1.Cl.[Cl:15][C:16]1[CH:21]=[CH:20][CH:19]=[CH:18][C:17]=1[S:22](Cl)(=[O:24])=[O:23].C(N(C(C)C)CC)(C)C. The catalyst is ClCCl. The product is [Cl:15][C:16]1[CH:21]=[CH:20][CH:19]=[CH:18][C:17]=1[S:22]([N:11]1[CH2:12][CH2:13][N:8]([C:3]2[CH:4]=[CH:5][CH:6]=[CH:7][C:2]=2[F:1])[CH2:9][CH2:10]1)(=[O:24])=[O:23]. The yield is 0.755. (2) The reactants are C1C=CC(C2C=CC=CC=2)=CC=1.C1C=CC(OC2C=CC=CC=2)=CC=1.[Br:26][C:27]1[CH:32]=[CH:31][C:30]([NH:33][CH:34]=[C:35]([C:40]([CH:42]2[CH2:44][CH2:43]2)=[O:41])[C:36]([O:38]C)=O)=[CH:29][CH:28]=1. No catalyst specified. The product is [Br:26][C:27]1[CH:28]=[C:29]2[C:30](=[CH:31][CH:32]=1)[N:33]=[CH:34][C:35]([C:40]([CH:42]1[CH2:44][CH2:43]1)=[O:41])=[C:36]2[OH:38]. The yield is 0.450. (3) The reactants are C(OC(=O)[N:7]([C:19]1[CH:24]=[CH:23][C:22]([CH:25](O)[C:26]2[C:34]3[C:29](=[N:30][CH:31]=[C:32]([O:35][Si:36]([CH:43]([CH3:45])[CH3:44])([CH:40]([CH3:42])[CH3:41])[CH:37]([CH3:39])[CH3:38])[CH:33]=3)[NH:28][CH:27]=2)=[CH:21][N:20]=1)[CH2:8][C:9]1[CH:14]=[CH:13][C:12]([C:15]([F:18])([F:17])[F:16])=[CH:11][CH:10]=1)(C)(C)C.FC(F)(F)C(O)=O.C([SiH](CC)CC)C. The catalyst is C(#N)C. The product is [F:17][C:15]([F:16])([F:18])[C:12]1[CH:13]=[CH:14][C:9]([CH2:8][NH:7][C:19]2[CH:24]=[CH:23][C:22]([CH2:25][C:26]3[C:34]4[C:29](=[N:30][CH:31]=[C:32]([O:35][Si:36]([CH:40]([CH3:42])[CH3:41])([CH:37]([CH3:38])[CH3:39])[CH:43]([CH3:44])[CH3:45])[CH:33]=4)[NH:28][CH:27]=3)=[CH:21][N:20]=2)=[CH:10][CH:11]=1. The yield is 0.970. (4) The reactants are O.O.O.O.O.O.[NH:7]1[CH2:12][CH2:11][NH:10][CH2:9][CH2:8]1.Cl.[O:14]1[CH:18]=[CH:17][CH:16]=[C:15]1[C:19](Cl)=[O:20].[OH-].[Na+]. The catalyst is O. The product is [O:14]1[CH:18]=[CH:17][CH:16]=[C:15]1[C:19]([N:7]1[CH2:12][CH2:11][NH:10][CH2:9][CH2:8]1)=[O:20]. The yield is 0.600. (5) The reactants are [CH:1]([C:4]1[CH:9]=[CH:8][C:7]([OH:10])=[CH:6][CH:5]=1)([CH3:3])[CH3:2].[N+](=[C:13]([C:17](=[O:19])[CH3:18])[C:14](=[O:16])[CH3:15])=[N-]. The catalyst is C1C=CC=CC=1.C([O-])(=O)C.[Rh+2].C([O-])(=O)C. The product is [CH:1]([C:4]1[CH:9]=[CH:8][C:7]([O:10][CH:13]([C:17](=[O:19])[CH3:18])[C:14](=[O:16])[CH3:15])=[CH:6][CH:5]=1)([CH3:3])[CH3:2]. The yield is 0.390. (6) The reactants are [F:1][C:2]1[CH:3]=[C:4]([OH:9])[CH:5]=[C:6]([F:8])[CH:7]=1.[O:10]1[CH2:15][CH2:14][CH:13](O)[CH2:12][CH2:11]1.C1(P(C2C=CC=CC=2)C2C=CC=CC=2)C=CC=CC=1.CC(OC(/N=N/C(OC(C)C)=O)=O)C. The catalyst is C1COCC1. The product is [F:1][C:2]1[CH:3]=[C:4]([CH:5]=[C:6]([F:8])[CH:7]=1)[O:9][CH:13]1[CH2:14][CH2:15][O:10][CH2:11][CH2:12]1. The yield is 0.900.